Dataset: Forward reaction prediction with 1.9M reactions from USPTO patents (1976-2016). Task: Predict the product of the given reaction. Given the reactants C[O:2][C:3](=O)[CH2:4][C:5](=O)[CH3:6].Br[CH2:10][C:11]([C:13]1[CH:18]=[C:17]([O:19][CH3:20])[CH:16]=[CH:15][C:14]=1[O:21][CH3:22])=O.[CH2:23]([NH2:31])[CH2:24][C:25]1[CH:30]=[CH:29][CH:28]=[CH:27][CH:26]=1.[CH:32]1([CH2:35][NH2:36])[CH2:34][CH2:33]1, predict the reaction product. The product is: [CH:32]1([CH2:35][NH:36][C:3]([C:4]2[CH:10]=[C:11]([C:13]3[CH:18]=[C:17]([O:19][CH3:20])[CH:16]=[CH:15][C:14]=3[O:21][CH3:22])[N:31]([CH2:23][CH2:24][C:25]3[CH:30]=[CH:29][CH:28]=[CH:27][CH:26]=3)[C:5]=2[CH3:6])=[O:2])[CH2:34][CH2:33]1.